From a dataset of B-cell epitopes from IEDB database with 3,159 antigens for binding position prediction. Token-level Classification. Given an antigen amino acid sequence, predict which amino acid positions are active epitope sites capable of antibody binding. Output is a list of indices for active positions. (1) Given the antigen sequence: MLKFTSNILATSVAETTQVAPGGCCCCCTTCCFSIATGSGNSQGGSGSYTPGK, which amino acid positions are active epitope sites? The epitope positions are: [32, 33, 34, 35, 36, 37, 38, 39, 40, 41, 42, 43, 44, 45, 46, 47, 48, 49, 50, 51... (21 total positions)]. The amino acids at these positions are: FSIATGSGNSQGGSGSYTPGK. (2) Given the antigen sequence: SVLTLVLLAALVVCGSWGLNEEERLIRHLFEEKAYNKELRPAAHKESVEISLALTLSNLISLKEVEETLTTNVWIEQGWTDSRLQWDAEDFGNISVLRLPADMVWLPEIVLENNNDGSFQISYSCNVLIYPSGSVYWLPPAIFRSSCPISVTYFPFDWQNCSLKFSSLKYTTKEITLSLKQAEEDGRSYPVEWIIIDPEGFTENGEWEIVHRPARVNVDPSVPLDSPNRQDVTFYLIIRRKPLFYVINILVPCVLISFMINLVFYLPADCGEKTSMAISVLLAQSVFLLLISKRLPATSMAIPLIGKFLLFGMVLVTMVVVICVIVLNIHFRTPSTHVLSEPVKKLFLETLPEILHMSRPAEDGPSPGTLIRRSSSLGYISKAEEYFSLKSRSDLMFEKQSERHGLARRLTTARRPPAGSEQAQQELFSELKPAVDGANFIVNHMKDQNNYNEEKDCWNRVARTVDRLCLFVVTPIMVVGTAWIFLQGAYNQPPPQPFPG..., which amino acid positions are active epitope sites? The epitope positions are: [119, 120, 121, 122, 123, 124, 125, 126, 127, 128, 129, 130, 131]. The amino acids at these positions are: QISYSCNVLIYPS. (3) Given the antigen sequence: MSTNPKPQRKTKRNTNRRPQDVKFPGGGQIVGGVYLLPRRGPRLGVRATRKTSERSQPRGRRQPIPKARRPEGRTWAQPGYPWPLYGNEGCGWAGWLLSPRGSRPSWGPTDPRRRSRNLGKVIDTLTCGFADLMGYIPLVGAPLGGAARALAHGVRVLEDGVNYATGNLPGCSFSIFLLALLSCLTVPASAYQVRNSSGLYHVTNDCPNSSIVYEAADAILHTPGCVPCVREGNASRCWVAVTPTVATRDGKLPTTQLRRHIDLLVGSATLCSALYVGDLCGSVFLVGQLFTFSPRRHWTTQSCNCSIYPGHITGHRMAWDMMMNWSPTAALVVAQLLRIPQAIMDMIAGAHWGVLAGIAYFSMVGNWAKVLVVLLLFAGVDAETHVTGGSAGHTTAGLVGLLTPGAKQNIQLINTNGSWHINSTALNCNDSLTTGWLAGLFYRHKFNSSGCPERLASCRRLTDFAQGWGPISYANGSGLDERPYCWHYPPRPCGIVPAK..., which amino acid positions are active epitope sites? The epitope positions are: [432, 433, 434, 435, 436, 437, 438, 439, 440, 441]. The amino acids at these positions are: LTTGWLAGLF.